This data is from Catalyst prediction with 721,799 reactions and 888 catalyst types from USPTO. The task is: Predict which catalyst facilitates the given reaction. (1) Reactant: C(OC([N:8]1[CH2:13][CH2:12][CH:11]([O:14][C:15]2[CH:30]=[CH:29][C:18]3[CH2:19][CH2:20][N:21]([CH:24]4[CH2:28][CH2:27][CH2:26][CH2:25]4)[CH2:22][CH2:23][C:17]=3[CH:16]=2)[CH2:10][CH2:9]1)=O)(C)(C)C.FC(F)(F)C(O)=O. Product: [CH:24]1([N:21]2[CH2:22][CH2:23][C:17]3[CH:16]=[C:15]([O:14][CH:11]4[CH2:12][CH2:13][NH:8][CH2:9][CH2:10]4)[CH:30]=[CH:29][C:18]=3[CH2:19][CH2:20]2)[CH2:28][CH2:27][CH2:26][CH2:25]1. The catalyst class is: 4. (2) Reactant: O.[Cl:2][C:3]1[CH:4]=[C:5]([C:9]2[O:13][N:12]=[C:11]([C@H:14]([O:16][C:17]3[N:18]([CH3:28])[C:19]([C:22]4[CH:27]=[CH:26][N:25]=[CH:24][CH:23]=4)=[N:20][N:21]=3)[CH3:15])[CH:10]=2)[CH:6]=[CH:7][CH:8]=1.[S:29](=[O:33])(=[O:32])([OH:31])[OH:30]. Product: [S:29]([OH:33])([OH:32])(=[O:31])=[O:30].[Cl:2][C:3]1[CH:4]=[C:5]([C:9]2[O:13][N:12]=[C:11]([C@H:14]([O:16][C:17]3[N:18]([CH3:28])[C:19]([C:22]4[CH:23]=[CH:24][N:25]=[CH:26][CH:27]=4)=[N:20][N:21]=3)[CH3:15])[CH:10]=2)[CH:6]=[CH:7][CH:8]=1. The catalyst class is: 5. (3) Reactant: [Cl:1][C:2]1[CH:10]=[CH:9][C:8]([S:11]([CH3:14])(=[O:13])=[O:12])=[CH:7][C:3]=1[C:4]([OH:6])=O.C(N1C=CN=C1)(N1C=CN=C1)=O.C(=O)=O.[F:30][C:31]1[CH:32]=[C:33]([C:43](=[O:45])[CH3:44])[CH:34]=[CH:35][C:36]=1[N:37]1[CH2:42][CH2:41][NH:40][CH2:39][CH2:38]1. Product: [Cl:1][C:2]1[CH:10]=[CH:9][C:8]([S:11]([CH3:14])(=[O:13])=[O:12])=[CH:7][C:3]=1[C:4]([N:40]1[CH2:39][CH2:38][N:37]([C:36]2[CH:35]=[CH:34][C:33]([C:43](=[O:45])[CH3:44])=[CH:32][C:31]=2[F:30])[CH2:42][CH2:41]1)=[O:6]. The catalyst class is: 3. (4) Reactant: [OH-].[Na+].C([O:6][CH2:7][CH2:8][C:9]1[CH:10]=[CH:11][C:12]([O:37][CH2:38][C:39]2[CH:44]=[CH:43][CH:42]=[CH:41][CH:40]=2)=[C:13]([CH:36]=1)[C:14]([NH:16][C:17]1[CH:29]=[C:28]([C:30]2[CH:35]=[CH:34][CH:33]=[CH:32][CH:31]=2)[CH:27]=[CH:26][C:18]=1[C:19]([O:21][C:22]([CH3:25])([CH3:24])[CH3:23])=[O:20])=[O:15])(=O)C.C(O)(=O)C. Product: [CH2:38]([O:37][C:12]1[CH:11]=[CH:10][C:9]([CH2:8][CH2:7][OH:6])=[CH:36][C:13]=1[C:14]([NH:16][C:17]1[CH:29]=[C:28]([C:30]2[CH:35]=[CH:34][CH:33]=[CH:32][CH:31]=2)[CH:27]=[CH:26][C:18]=1[C:19]([O:21][C:22]([CH3:25])([CH3:24])[CH3:23])=[O:20])=[O:15])[C:39]1[CH:44]=[CH:43][CH:42]=[CH:41][CH:40]=1. The catalyst class is: 71. (5) Reactant: Cl.[Cl:2][C:3]1[CH:8]=[CH:7][C:6]([C:9]2[CH2:10][CH2:11][NH:12][CH2:13][CH:14]=2)=[CH:5][CH:4]=1.N1C=CC=CC=1.[Cl:21][C:22](Cl)([O:24]C(=O)OC(Cl)(Cl)Cl)Cl. Product: [Cl:2][C:3]1[CH:8]=[CH:7][C:6]([C:9]2[CH2:14][CH2:13][N:12]([C:22]([Cl:21])=[O:24])[CH2:11][CH:10]=2)=[CH:5][CH:4]=1. The catalyst class is: 715. (6) Reactant: Cl[C:2]1[CH:10]=[CH:9][C:5]([C:6]([NH2:8])=[O:7])=[CH:4][N:3]=1.[NH:11]1[CH2:15][CH2:14][CH:13]([OH:16])[CH2:12]1.C([O-])([O-])=O.[K+].[K+]. Product: [OH:16][CH:13]1[CH2:14][CH2:15][N:11]([C:2]2[CH:10]=[CH:9][C:5]([C:6]([NH2:8])=[O:7])=[CH:4][N:3]=2)[CH2:12]1. The catalyst class is: 3.